From a dataset of TCR-epitope binding with 47,182 pairs between 192 epitopes and 23,139 TCRs. Binary Classification. Given a T-cell receptor sequence (or CDR3 region) and an epitope sequence, predict whether binding occurs between them. (1) The epitope is NQKLIANQF. The TCR CDR3 sequence is CASSLAGGSKNTEAFF. Result: 1 (the TCR binds to the epitope). (2) The epitope is KPLEFGATSAAL. The TCR CDR3 sequence is CASSHPSASTDTQYF. Result: 1 (the TCR binds to the epitope). (3) The epitope is FIAGLIAIV. The TCR CDR3 sequence is CASSPRDRVEETQYF. Result: 0 (the TCR does not bind to the epitope). (4) Result: 1 (the TCR binds to the epitope). The epitope is GTSGSPIIDK. The TCR CDR3 sequence is CASSQRSRDGGAFF. (5) The epitope is VLAWLYAAV. The TCR CDR3 sequence is CASSFSHREGPSHHQFF. Result: 1 (the TCR binds to the epitope). (6) The epitope is KLPDDFTGCV. The TCR CDR3 sequence is CASSLGMWRGENNEQFF. Result: 1 (the TCR binds to the epitope).